This data is from Full USPTO retrosynthesis dataset with 1.9M reactions from patents (1976-2016). The task is: Predict the reactants needed to synthesize the given product. (1) Given the product [CH2:9]([O:11][C:12](=[O:21])[NH:13][C:14]1[C:19]([I:29])=[CH:18][CH:17]=[C:16]([F:20])[N:15]=1)[CH3:10], predict the reactants needed to synthesize it. The reactants are: CN(CCN(C)C)C.[CH2:9]([O:11][C:12](=[O:21])[NH:13][C:14]1[CH:19]=[CH:18][CH:17]=[C:16]([F:20])[N:15]=1)[CH3:10].N#N.[Li]CCCC.[I:29]I. (2) The reactants are: Br[C:2]1[CH:16]=[CH:15][C:5]2[N:6]=[C:7]([C:9]3[CH:14]=[CH:13][CH:12]=[CH:11][CH:10]=3)[O:8][C:4]=2[CH:3]=1.CON(C)[C:20](=[O:25])[CH2:21][CH:22]([CH3:24])[CH3:23]. Given the product [CH3:23][CH:22]([CH3:24])[CH2:21][C:20]([C:2]1[CH:16]=[CH:15][C:5]2[N:6]=[C:7]([C:9]3[CH:14]=[CH:13][CH:12]=[CH:11][CH:10]=3)[O:8][C:4]=2[CH:3]=1)=[O:25], predict the reactants needed to synthesize it.